This data is from Full USPTO retrosynthesis dataset with 1.9M reactions from patents (1976-2016). The task is: Predict the reactants needed to synthesize the given product. (1) Given the product [F:41][C:2]([F:40])([F:1])[C:3]1[CH:4]=[C:5]([CH:33]=[C:34]([C:36]([F:38])([F:39])[F:37])[CH:35]=1)[CH2:6][N:7]([CH3:32])[C:8](=[O:31])[C:9]1[C:14]([C:15]2[CH:20]=[CH:19][CH:18]=[CH:17][C:16]=2[CH3:21])=[CH:13][C:12]([N:22]2[CH2:23][CH2:24][N:25]([CH2:28][C:29]3[NH:44][N:43]=[N:42][N:30]=3)[CH2:26][CH2:27]2)=[N:11][CH:10]=1, predict the reactants needed to synthesize it. The reactants are: [F:1][C:2]([F:41])([F:40])[C:3]1[CH:4]=[C:5]([CH:33]=[C:34]([C:36]([F:39])([F:38])[F:37])[CH:35]=1)[CH2:6][N:7]([CH3:32])[C:8](=[O:31])[C:9]1[C:14]([C:15]2[CH:20]=[CH:19][CH:18]=[CH:17][C:16]=2[CH3:21])=[CH:13][C:12]([N:22]2[CH2:27][CH2:26][N:25]([CH2:28][C:29]#[N:30])[CH2:24][CH2:23]2)=[N:11][CH:10]=1.[N-:42]=[N+:43]=[N-:44].[Na+].[Cl-].C([NH+](CC)CC)C.Cl. (2) Given the product [N:24]1([C:22]([C:21]2[CH:20]=[CH:19][C:18]([NH:17][S:14]([C:12]3[CH:11]=[CH:10][CH:9]=[C:8]4[C:13]=3[N:4]=[CH:5][CH:6]=[CH:7]4)(=[O:16])=[O:15])=[CH:38][CH:37]=2)=[O:23])[CH2:29][CH2:28][NH:27][CH2:26][CH2:25]1, predict the reactants needed to synthesize it. The reactants are: CO.Cl.[N:4]1[C:13]2[C:8](=[CH:9][CH:10]=[CH:11][C:12]=2[S:14]([NH:17][C:18]2[CH:38]=[CH:37][C:21]([C:22]([N:24]3[CH2:29][CH2:28][N:27](C(OC(C)(C)C)=O)[CH2:26][CH2:25]3)=[O:23])=[CH:20][CH:19]=2)(=[O:16])=[O:15])[CH:7]=[CH:6][CH:5]=1. (3) The reactants are: S(O)(O)(=O)=O.[NH:6]1[CH:10]=[CH:9][N:8]=[C:7]1[NH2:11].[F:12][C:13]1[CH:18]=[CH:17][C:16]([CH:19]([C:25](OCC)=[O:26])[C:20](OCC)=[O:21])=[CH:15][CH:14]=1.N12CCCN=C1CCCCC2.Cl. Given the product [F:12][C:13]1[CH:14]=[CH:15][C:16]([C:19]2[C:25]([OH:26])=[N:11][C:7]3[N:6]([CH:10]=[CH:9][N:8]=3)[C:20]=2[OH:21])=[CH:17][CH:18]=1, predict the reactants needed to synthesize it. (4) The reactants are: [C:1]([OH:24])(=[O:23])[CH2:2][CH2:3][CH2:4][CH2:5][CH2:6][CH2:7][CH2:8][CH2:9][CH2:10][CH2:11][CH2:12][CH2:13][CH2:14][CH2:15][CH2:16][CH2:17][CH2:18][CH2:19][CH2:20][CH2:21][CH3:22].O.[OH-].[Na+].[N+]([O-])([O-])=O.[Ag+:32]. Given the product [C:1]([O-:24])(=[O:23])[CH2:2][CH2:3][CH2:4][CH2:5][CH2:6][CH2:7][CH2:8][CH2:9][CH2:10][CH2:11][CH2:12][CH2:13][CH2:14][CH2:15][CH2:16][CH2:17][CH2:18][CH2:19][CH2:20][CH2:21][CH3:22].[Ag+:32], predict the reactants needed to synthesize it.